Dataset: Full USPTO retrosynthesis dataset with 1.9M reactions from patents (1976-2016). Task: Predict the reactants needed to synthesize the given product. (1) Given the product [CH2:24]([N:1]1[CH:5]=[C:4]([C:6]2[CH:11]=[N:10][C:9]([C:12]3[CH:17]=[CH:16][CH:15]=[CH:14][CH:13]=3)=[N:8][CH:7]=2)[N:3]=[CH:2]1)[C:25]1[CH:30]=[CH:29][CH:28]=[CH:27][CH:26]=1, predict the reactants needed to synthesize it. The reactants are: [NH:1]1[CH:5]=[C:4]([C:6]2[CH:7]=[N:8][C:9]([C:12]3[CH:17]=[CH:16][CH:15]=[CH:14][CH:13]=3)=[N:10][CH:11]=2)[N:3]=[CH:2]1.C(=O)([O-])[O-].[K+].[K+].[CH2:24](Br)[C:25]1[CH:30]=[CH:29][CH:28]=[CH:27][CH:26]=1. (2) Given the product [Br:17][C:4]1[C:5]2[C:6]([CH3:15])([CH3:14])[CH2:7][CH2:8][C:9]([CH3:12])([CH3:13])[C:10]=2[CH:11]=[C:2]([CH3:1])[C:3]=1[OH:16], predict the reactants needed to synthesize it. The reactants are: [CH3:1][C:2]1[C:3]([OH:16])=[CH:4][C:5]2[C:6]([CH3:15])([CH3:14])[CH2:7][CH2:8][C:9]([CH3:13])([CH3:12])[C:10]=2[CH:11]=1.[Br:17]Br.O. (3) Given the product [Cl:19][C:20]1[CH:21]=[C:22]([NH:23][C:2]2[C:3]3[C:10]4[CH2:11][N:12]([C:14]([O:16][CH2:17][CH3:18])=[O:15])[CH2:13][C:9]=4[S:8][C:4]=3[N:5]=[CH:6][N:7]=2)[CH:24]=[CH:25][C:26]=1[Cl:27], predict the reactants needed to synthesize it. The reactants are: Cl[C:2]1[C:3]2[C:10]3[CH2:11][N:12]([C:14]([O:16][CH2:17][CH3:18])=[O:15])[CH2:13][C:9]=3[S:8][C:4]=2[N:5]=[CH:6][N:7]=1.[Cl:19][C:20]1[CH:21]=[C:22]([CH:24]=[CH:25][C:26]=1[Cl:27])[NH2:23]. (4) Given the product [Cl:8][C:9]1[CH:10]=[CH:11][C:12]([O:34][C:35]2[CH:40]=[CH:39][C:38]([S:41]([NH:44][C:45]3[S:49][N:48]=[CH:47][N:46]=3)(=[O:42])=[O:43])=[CH:37][C:36]=2[C:50]#[N:51])=[C:13]([C:15]2[CH:20]=[CH:19][N:18]=[C:17]([N:21]3[CH2:26][CH2:25][NH:24][CH2:23][CH2:22]3)[N:16]=2)[CH:14]=1, predict the reactants needed to synthesize it. The reactants are: FC(F)(F)C(O)=O.[Cl:8][C:9]1[CH:10]=[CH:11][C:12]([O:34][C:35]2[CH:40]=[CH:39][C:38]([S:41]([NH:44][C:45]3[S:49][N:48]=[CH:47][N:46]=3)(=[O:43])=[O:42])=[CH:37][C:36]=2[C:50]#[N:51])=[C:13]([C:15]2[CH:20]=[CH:19][N:18]=[C:17]([N:21]3[CH2:26][CH2:25][N:24](C(OC(C)(C)C)=O)[CH2:23][CH2:22]3)[N:16]=2)[CH:14]=1.C(Cl)Cl. (5) Given the product [F:31][C:28]1[CH:29]=[CH:30][C:25]([C:23]#[C:24][C:2]2[N:6]3[CH:7]=[CH:8][CH:9]=[CH:10][C:5]3=[N:4][C:3]=2[CH2:11][O:12][C:13]2[CH:22]=[CH:21][CH:20]=[CH:19][C:14]=2[C:15]([O:17][CH3:18])=[O:16])=[CH:26][CH:27]=1, predict the reactants needed to synthesize it. The reactants are: I[C:2]1[N:6]2[CH:7]=[CH:8][CH:9]=[CH:10][C:5]2=[N:4][C:3]=1[CH2:11][O:12][C:13]1[CH:22]=[CH:21][CH:20]=[CH:19][C:14]=1[C:15]([O:17][CH3:18])=[O:16].[C:23]([C:25]1[CH:30]=[CH:29][C:28]([F:31])=[CH:27][CH:26]=1)#[CH:24].C(N(CC)CC)C.[Na+].[Cl-]. (6) Given the product [C:1]([O:5][C:6]([N:8]1[CH2:13][CH2:12][CH:11]([O:14][C:15]2[CH:16]=[C:17]3[C:22](=[CH:23][C:24]=2[C:31]2[S:32][CH:33]=[CH:34][CH:35]=2)[CH:21]=[N:20][CH:19]=[CH:18]3)[CH2:10][CH2:9]1)=[O:7])([CH3:4])([CH3:3])[CH3:2], predict the reactants needed to synthesize it. The reactants are: [C:1]([O:5][C:6]([N:8]1[CH2:13][CH2:12][CH:11]([O:14][C:15]2[CH:16]=[C:17]3[C:22](=[CH:23][C:24]=2Br)[CH:21]=[N:20][CH:19]=[CH:18]3)[CH2:10][CH2:9]1)=[O:7])([CH3:4])([CH3:3])[CH3:2].C([Sn](CCCC)(CCCC)[C:31]1[S:32][CH:33]=[CH:34][CH:35]=1)CCC.